Dataset: TCR-epitope binding with 47,182 pairs between 192 epitopes and 23,139 TCRs. Task: Binary Classification. Given a T-cell receptor sequence (or CDR3 region) and an epitope sequence, predict whether binding occurs between them. (1) The epitope is IPRRNVATL. The TCR CDR3 sequence is CASSLSALSYNEQFF. Result: 0 (the TCR does not bind to the epitope). (2) The epitope is KRWIILGLNK. The TCR CDR3 sequence is CASSLLGGNPTQYF. Result: 1 (the TCR binds to the epitope). (3) The epitope is FLPRVFSAV. The TCR CDR3 sequence is CASSLQGDYTF. Result: 1 (the TCR binds to the epitope).